From a dataset of TCR-epitope binding with 47,182 pairs between 192 epitopes and 23,139 TCRs. Binary Classification. Given a T-cell receptor sequence (or CDR3 region) and an epitope sequence, predict whether binding occurs between them. (1) The epitope is IIKDYGKQM. The TCR CDR3 sequence is CASLKGGGLSGYTF. Result: 0 (the TCR does not bind to the epitope). (2) The epitope is QASQEVKNW. The TCR CDR3 sequence is CAISGASHEQFF. Result: 0 (the TCR does not bind to the epitope). (3) The epitope is TPINLVRDL. The TCR CDR3 sequence is CASRDPGLAGEGHGELFF. Result: 0 (the TCR does not bind to the epitope). (4) The epitope is VLWAHGFEL. The TCR CDR3 sequence is CASSQTRVDTGELFF. Result: 1 (the TCR binds to the epitope). (5) The epitope is GTITSGWTF. The TCR CDR3 sequence is CASTLTSGSPYTEQFF. Result: 0 (the TCR does not bind to the epitope).